This data is from Forward reaction prediction with 1.9M reactions from USPTO patents (1976-2016). The task is: Predict the product of the given reaction. (1) Given the reactants [CH3:1][O:2][C:3]1[CH:4]=[C:5]([CH:28]=[C:29]([O:31][CH3:32])[CH:30]=1)[CH2:6][C:7]1[C:15]2[C:10](=[CH:11][CH:12]=[CH:13][C:14]=2[CH2:16][CH2:17][C:18]2[CH:27]=[CH:26][C:21]([C:22]([O:24]C)=[O:23])=[CH:20][CH:19]=2)[CH2:9][CH:8]=1.[Li+].[OH-].Cl, predict the reaction product. The product is: [CH3:32][O:31][C:29]1[CH:28]=[C:5]([CH:4]=[C:3]([O:2][CH3:1])[CH:30]=1)[CH2:6][C:7]1[C:15]2[C:10](=[CH:11][CH:12]=[CH:13][C:14]=2[CH2:16][CH2:17][C:18]2[CH:19]=[CH:20][C:21]([C:22]([OH:24])=[O:23])=[CH:26][CH:27]=2)[CH2:9][CH:8]=1.[CH3:32][O:31][C:29]1[CH:28]=[C:5]([CH:4]=[C:3]([O:2][CH3:1])[CH:30]=1)/[CH:6]=[C:7]1\[CH2:8][CH2:9][C:10]2[C:15]\1=[C:14]([CH2:16][CH2:17][C:18]1[CH:19]=[CH:20][C:21]([C:22]([OH:24])=[O:23])=[CH:26][CH:27]=1)[CH:13]=[CH:12][CH:11]=2. (2) Given the reactants [Cl:1][C:2]1[CH:7]=[CH:6][C:5]([N:8]([CH3:23])[S:9]([C:12]2[C:13]([O:21][CH3:22])=[C:14]([CH:18]=[CH:19][CH:20]=2)[C:15]([OH:17])=O)(=[O:11])=[O:10])=[CH:4][CH:3]=1.CN(C=O)C.C(Cl)(=O)C(Cl)=O.C[O:36][C:37](=[O:46])[C:38]1[CH:43]=[C:42]([Br:44])[CH:41]=[CH:40][C:39]=1[NH2:45], predict the reaction product. The product is: [Br:44][C:42]1[CH:41]=[CH:40][C:39]([NH:45][C:15](=[O:17])[C:14]2[CH:18]=[CH:19][CH:20]=[C:12]([S:9]([N:8]([C:5]3[CH:4]=[CH:3][C:2]([Cl:1])=[CH:7][CH:6]=3)[CH3:23])(=[O:11])=[O:10])[C:13]=2[O:21][CH3:22])=[C:38]([CH:43]=1)[C:37]([OH:46])=[O:36].